The task is: Predict the product of the given reaction.. This data is from Forward reaction prediction with 1.9M reactions from USPTO patents (1976-2016). (1) The product is: [CH2:45]([O:47][C:48](=[O:52])[CH2:49][CH2:50][NH:51][C:26]([C:25]1[CH:24]=[N:23][C:22]([NH:21][C@H:4]([C:5]2[CH:6]=[N:7][C:8]([C:11]3[CH:12]=[CH:13][C:14]([C:17]([F:19])([F:20])[F:18])=[CH:15][CH:16]=3)=[N:9][CH:10]=2)[CH2:3][CH:2]([CH3:31])[CH3:1])=[CH:30][CH:29]=1)=[O:28])[CH3:46]. Given the reactants [CH3:1][CH:2]([CH3:31])[CH2:3][C@H:4]([NH:21][C:22]1[CH:30]=[CH:29][C:25]([C:26]([OH:28])=O)=[CH:24][N:23]=1)[C:5]1[CH:6]=[N:7][C:8]([C:11]2[CH:16]=[CH:15][C:14]([C:17]([F:20])([F:19])[F:18])=[CH:13][CH:12]=2)=[N:9][CH:10]=1.Cl.CN(C)CCCN=C=NCC.Cl.[CH2:45]([O:47][C:48](=[O:52])[CH2:49][CH2:50][NH2:51])[CH3:46].C(N(CC)CC)C, predict the reaction product. (2) Given the reactants [O:1]1[C:5]([C:6]2[CH:11]=[CH:10][C:9]([NH:12][C:13]3[N:14]=[C:15]([NH:23][CH2:24][C@@H:25]4[CH2:29][CH2:28][CH2:27][O:26]4)[C:16]4[CH2:22][NH:21][CH2:20][CH2:19][C:17]=4[N:18]=3)=[CH:8][CH:7]=2)=[CH:4][N:3]=[CH:2]1.[C:30](O)(=O)C.C=O.C([BH3-])#N.[Na+], predict the reaction product. The product is: [CH3:30][N:21]1[CH2:20][CH2:19][C:17]2[N:18]=[C:13]([NH:12][C:9]3[CH:8]=[CH:7][C:6]([C:5]4[O:1][CH:2]=[N:3][CH:4]=4)=[CH:11][CH:10]=3)[N:14]=[C:15]([NH:23][CH2:24][C@@H:25]3[CH2:29][CH2:28][CH2:27][O:26]3)[C:16]=2[CH2:22]1.